This data is from Catalyst prediction with 721,799 reactions and 888 catalyst types from USPTO. The task is: Predict which catalyst facilitates the given reaction. (1) Reactant: [Cl:1][C:2]1[N:3]=[C:4](Cl)[C:5]2[S:10][CH:9]=[C:8]([CH3:11])[C:6]=2[N:7]=1.[CH2:13]([NH2:20])[C:14]1[CH:19]=[CH:18][CH:17]=[CH:16][CH:15]=1.O. Product: [CH2:13]([NH:20][C:4]1[C:5]2[S:10][CH:9]=[C:8]([CH3:11])[C:6]=2[N:7]=[C:2]([Cl:1])[N:3]=1)[C:14]1[CH:19]=[CH:18][CH:17]=[CH:16][CH:15]=1. The catalyst class is: 3. (2) Reactant: [OH:1][N:2]1[C:10](=[O:11])[C:9]2[C:4](=[CH:5][CH:6]=[CH:7][CH:8]=2)[C:3]1=[O:12].Cl[CH2:14][C:15]([NH2:17])=[O:16].C([O-])([O-])=O.[K+].[K+]. Product: [O:12]=[C:3]1[C:4]2[C:9](=[CH:8][CH:7]=[CH:6][CH:5]=2)[C:10](=[O:11])[N:2]1[O:1][CH2:14][C:15]([NH2:17])=[O:16]. The catalyst class is: 3. (3) Reactant: [OH:1][B:2]1[C:6]2[CH:7]=[C:8]([NH:11][S:12]([C:15]3[CH:20]=[CH:19][C:18]([O:21]C)=[CH:17][C:16]=3[N+:23]([O-:25])=[O:24])(=[O:14])=[O:13])[CH:9]=[CH:10][C:5]=2[CH2:4][O:3]1.B(Br)(Br)Br.O. Product: [OH:21][C:18]1[CH:19]=[CH:20][C:15]([S:12]([NH:11][C:8]2[CH:9]=[CH:10][C:5]3[CH2:4][O:3][B:2]([OH:1])[C:6]=3[CH:7]=2)(=[O:14])=[O:13])=[C:16]([N+:23]([O-:25])=[O:24])[CH:17]=1. The catalyst class is: 4.